Dataset: Full USPTO retrosynthesis dataset with 1.9M reactions from patents (1976-2016). Task: Predict the reactants needed to synthesize the given product. (1) Given the product [N:1]([C@@H:4]1[CH2:13][C:12]2[C:7](=[CH:8][CH:9]=[CH:10][CH:11]=2)[CH2:6][C@H:5]1[O:14][CH2:18][C:19]([O:21][C:22]([CH3:25])([CH3:24])[CH3:23])=[O:20])=[N+:2]=[N-:3], predict the reactants needed to synthesize it. The reactants are: [N:1]([C@@H:4]1[CH2:13][C:12]2[C:7](=[CH:8][CH:9]=[CH:10][CH:11]=2)[CH2:6][C@H:5]1[OH:14])=[N+:2]=[N-:3].[H-].[Na+].Br[CH2:18][C:19]([O:21][C:22]([CH3:25])([CH3:24])[CH3:23])=[O:20]. (2) The reactants are: [OH-].[K+].[CH3:3][O:4][C:5]([C:7]1([C:10]([O:12]C)=[O:11])[CH2:9][CH2:8]1)=[O:6]. Given the product [CH3:3][O:4][C:5]([C:7]1([C:10]([OH:12])=[O:11])[CH2:9][CH2:8]1)=[O:6], predict the reactants needed to synthesize it. (3) The reactants are: [CH2:1]([C@@H:5]1[NH:10][CH2:9][C@H:8]([CH2:11][CH:12]([CH3:14])[CH3:13])[NH:7][C:6]1=[O:15])[CH:2]([CH3:4])[CH3:3].[F:16][C:17]1[CH:18]=[C:19]([CH:25]=[CH:26][C:27]=1[F:28])[CH:20]=[CH:21][C:22](O)=[O:23].C([C@@H]1N(C(=O)/C=C/C2C=CC=CC=2)C[C@H](CC(C)C)NC1=O)C(C)C. Given the product [F:16][C:17]1[CH:18]=[C:19]([CH:20]=[CH:21][C:22]([N:10]2[CH2:9][C@H:8]([CH2:11][CH:12]([CH3:14])[CH3:13])[NH:7][C:6](=[O:15])[C@@H:5]2[CH2:1][CH:2]([CH3:4])[CH3:3])=[O:23])[CH:25]=[CH:26][C:27]=1[F:28], predict the reactants needed to synthesize it. (4) The reactants are: Cl.C(OC([N:9]([CH2:20][C:21]1[CH:26]=[CH:25][C:24]([O:27][CH3:28])=[CH:23][CH:22]=1)[S:10]([NH:13][CH2:14][C:15]([O:17][CH2:18][CH3:19])=[O:16])(=[O:12])=[O:11])=O)CCC. Given the product [CH3:28][O:27][C:24]1[CH:23]=[CH:22][C:21]([CH2:20][NH:9][S:10]([NH:13][CH2:14][C:15]([O:17][CH2:18][CH3:19])=[O:16])(=[O:11])=[O:12])=[CH:26][CH:25]=1, predict the reactants needed to synthesize it. (5) Given the product [CH3:34][N:33]([C:29]1[C:30]2[N:31]=[CH:32][N:24]([C@@H:21]3[O:20][C@H:19]([CH2:36][OH:37])[C@@H:18]([NH:17][C:15]([C@@H:14]([NH2:38])[CH2:13][C:10]4[CH:11]=[CH:12][C:7]([O:6][CH3:5])=[CH:8][CH:9]=4)=[O:16])[C@H:22]3[OH:23])[C:25]=2[N:26]=[CH:27][N:28]=1)[CH3:35].[NH2:38][C@@H:14]([CH2:13][C:10]1[CH:11]=[CH:12][C:7]([O:6][CH2:5][CH2:4][N:1]=[N+:2]=[N-:3])=[CH:8][CH:9]=1)[C:15]([NH:17][C@H:18]1[C@@H:22]([OH:23])[C@H:21]([N:24]2[CH:32]=[N:31][C:30]3[C:25]2=[N:26][CH:27]=[N:28][C:29]=3[N:33]([CH3:35])[CH3:34])[O:20][C@@H:19]1[CH2:36][OH:37])=[O:16], predict the reactants needed to synthesize it. The reactants are: [N:1]([CH2:4][CH2:5][O:6][C:7]1[CH:12]=[CH:11][C:10]([CH2:13][C@H:14]([NH:38]C(=O)OC(C)(C)C)[C:15]([NH:17][C@H:18]2[C@@H:22]([OH:23])[C@H:21]([N:24]3[CH:32]=[N:31][C:30]4[C:25]3=[N:26][CH:27]=[N:28][C:29]=4[N:33]([CH3:35])[CH3:34])[O:20][C@@H:19]2[CH2:36][OH:37])=[O:16])=[CH:9][CH:8]=1)=[N+:2]=[N-:3]. (6) Given the product [N+:11]([C:10]1[CH:9]=[C:8]2[C:4]([CH:5]=[N:6][N:7]2[CH2:14][O:15][CH2:16][CH2:17][Si:18]([CH3:21])([CH3:20])[CH3:19])=[CH:3][C:2]=1[C:30]1[CH:31]=[CH:32][C:33]([C:36]#[N:37])=[N:34][CH:35]=1)([O-:13])=[O:12], predict the reactants needed to synthesize it. The reactants are: Br[C:2]1[CH:3]=[C:4]2[C:8](=[CH:9][C:10]=1[N+:11]([O-:13])=[O:12])[N:7]([CH2:14][O:15][CH2:16][CH2:17][Si:18]([CH3:21])([CH3:20])[CH3:19])[N:6]=[CH:5]2.CC1(C)C(C)(C)OB([C:30]2[CH:31]=[CH:32][C:33]([C:36]#[N:37])=[N:34][CH:35]=2)O1.C(Cl)Cl.C([O-])([O-])=O.[K+].[K+]. (7) The reactants are: C1(P(C2CCCCC2)C2(C(C)C)CC(C(C)C)=CC(C(C)C)=C2C2C=CC=CC=2)CCCCC1.Br[C:36]1[CH:44]=[CH:43][CH:42]=[C:41]2[C:37]=1[CH:38]=[N:39][NH:40]2.[CH3:45][C:46]1[N:51]=[C:50]([N:52]2[C:56]([NH2:57])=[CH:55][CH:54]=[N:53]2)[CH:49]=[C:48]([S:58][CH3:59])[N:47]=1.C(=O)([O-])[O-].[Cs+].[Cs+]. Given the product [CH3:45][C:46]1[N:51]=[C:50]([N:52]2[C:56]([NH:57][C:36]3[C:37]4[CH:38]=[N:39][NH:40][C:41]=4[CH:42]=[CH:43][CH:44]=3)=[CH:55][CH:54]=[N:53]2)[CH:49]=[C:48]([S:58][CH3:59])[N:47]=1, predict the reactants needed to synthesize it. (8) Given the product [C:1]([C:4]1[S:5][CH:6]=[C:7]([NH2:9])[CH:8]=1)(=[O:3])[CH3:2], predict the reactants needed to synthesize it. The reactants are: [C:1]([C:4]1[S:5][CH:6]=[C:7]([N+:9]([O-])=O)[CH:8]=1)(=[O:3])[CH3:2].O.O.[Sn](Cl)Cl.Cl.CC1C=CC(COC(NNC(C2C=NC=CN=2)=O)=O)=CC=1.[OH-].[Na+].